This data is from Catalyst prediction with 721,799 reactions and 888 catalyst types from USPTO. The task is: Predict which catalyst facilitates the given reaction. (1) Reactant: Br[C:2]1[N:6]2[N:7]=[C:8]([C:11]3[CH:16]=[CH:15][C:14]([S:17]([CH3:20])(=[O:19])=[O:18])=[CH:13][CH:12]=3)[CH:9]=[CH:10][C:5]2=[N:4][C:3]=1[CH3:21].[C:22]([C:24]1[CH:25]=[N:26][CH:27]=[C:28](B2OC(C)(C)C(C)(C)O2)[CH:29]=1)#[N:23].C([O-])([O-])=O.[K+].[K+].C(Cl)Cl. Product: [CH3:20][S:17]([C:14]1[CH:15]=[CH:16][C:11]([C:8]2[CH:9]=[CH:10][C:5]3[N:6]([C:2]([C:28]4[CH:27]=[N:26][CH:25]=[C:24]([CH:29]=4)[C:22]#[N:23])=[C:3]([CH3:21])[N:4]=3)[N:7]=2)=[CH:12][CH:13]=1)(=[O:19])=[O:18]. The catalyst class is: 233. (2) Reactant: [C:1]([O:5][CH:6]([C:10]1[C:11]([CH:29]([CH3:31])[CH3:30])=[N:12][C:13]2[C:14]([CH3:28])([CH3:27])[CH2:15][NH:16][CH2:17][C:18]=2[C:19]=1[C:20]1[CH:25]=[CH:24][C:23]([F:26])=[CH:22][CH:21]=1)[C:7]([OH:9])=[O:8])([CH3:4])([CH3:3])[CH3:2].CCN(CC)CC.[C:39]1([CH2:45][CH2:46][CH2:47][C:48](Cl)=[O:49])[CH:44]=[CH:43][CH:42]=[CH:41][CH:40]=1.CO. Product: [C:1]([O:5][CH:6]([C:10]1[C:11]([CH:29]([CH3:31])[CH3:30])=[N:12][C:13]2[C:14]([CH3:28])([CH3:27])[CH2:15][N:16]([C:48](=[O:49])[CH2:47][CH2:46][CH2:45][C:39]3[CH:44]=[CH:43][CH:42]=[CH:41][CH:40]=3)[CH2:17][C:18]=2[C:19]=1[C:20]1[CH:21]=[CH:22][C:23]([F:26])=[CH:24][CH:25]=1)[C:7]([OH:9])=[O:8])([CH3:4])([CH3:3])[CH3:2]. The catalyst class is: 2.